This data is from Catalyst prediction with 721,799 reactions and 888 catalyst types from USPTO. The task is: Predict which catalyst facilitates the given reaction. (1) Reactant: [CH3:1][NH:2][N:3]=[CH:4][C:5](=[O:7])[CH3:6].[CH3:8][C:9]1[CH:10]=[C:11]([C:16](=O)[CH:17]=[O:18])[CH:12]=[C:13]([CH3:15])[CH:14]=1.CCCCCC.C(OCC)(=O)C. Product: [CH3:8][C:9]1[CH:10]=[C:11]([C:16]2[N:2]([CH3:1])[N:3]=[C:4]([C:5](=[O:7])[CH3:6])[C:17]=2[OH:18])[CH:12]=[C:13]([CH3:15])[CH:14]=1. The catalyst class is: 15. (2) Reactant: [Cl:1][C:2]1[C:7]([CH3:8])=[CH:6][C:5]([S:9](Cl)(=[O:11])=[O:10])=[C:4]([CH3:13])[CH:3]=1.Cl.[CH2:15]([O:17][C:18](=[O:29])[CH:19](CC)[CH2:20][CH:21]1[CH2:26][CH2:25][CH2:24][CH2:23][NH:22]1)[CH3:16].C(N(CC)CC)C. Product: [CH2:15]([O:17][C:18](=[O:29])[CH2:19][CH2:20][CH:21]1[CH2:26][CH2:25][CH2:24][CH2:23][N:22]1[S:9]([C:5]1[CH:6]=[C:7]([CH3:8])[C:2]([Cl:1])=[CH:3][C:4]=1[CH3:13])(=[O:11])=[O:10])[CH3:16]. The catalyst class is: 4. (3) Reactant: Br.[NH2:2][C@@H:3]([CH2:15][C:16]1[CH:21]=[CH:20][CH:19]=[CH:18][CH:17]=1)[C@H:4]([CH2:8][C:9]1[CH:14]=[CH:13][CH:12]=[CH:11][CH:10]=1)[C:5]([OH:7])=[S:6].CC1CO1. Product: [NH2:2][C@@H:3]([CH2:15][C:16]1[CH:21]=[CH:20][CH:19]=[CH:18][CH:17]=1)[C@H:4]([CH2:8][C:9]1[CH:10]=[CH:11][CH:12]=[CH:13][CH:14]=1)[C:5]([OH:7])=[S:6]. The catalyst class is: 8. (4) Reactant: [H-].[Na+].[Cl:3][C:4]1[CH:9]=[CH:8][C:7]([C:10]2[C:15]([C:16]([NH:18][CH:19]3[CH2:21][CH2:20]3)=[O:17])=[CH:14][N:13]=[CH:12][CH:11]=2)=[C:6](F)[CH:5]=1. Product: [Cl:3][C:4]1[CH:9]=[CH:8][C:7]2[C:10]3[C:15](=[CH:14][N:13]=[CH:12][CH:11]=3)[C:16](=[O:17])[N:18]([CH:19]3[CH2:21][CH2:20]3)[C:6]=2[CH:5]=1. The catalyst class is: 1. (5) Reactant: [CH3:1][C:2]1[S:6][CH:5]=[N:4][C:3]=1[CH:7]([OH:9])[CH3:8].[Br:10]N1C(=O)CCC1=O.C1(C(OOC(=O)C2C=CC=CC=2)=O)C=CC=CC=1. Product: [Br:10][CH2:1][C:2]1[S:6][CH:5]=[N:4][C:3]=1[C:7](=[O:9])[CH3:8]. The catalyst class is: 53. (6) Product: [Cl:1][C:2]1[CH:7]=[C:6]([C:8]2[CH:13]=[N:12][CH:11]=[C:10]([CH3:14])[N:9]=2)[CH:5]=[CH:4][C:3]=1[C:15]1[C:26](=[O:27])[N:25]([CH2:28][CH2:29][N:30]2[CH2:31][CH2:32][N:33]([CH:42]3[CH2:43][O:40][CH2:41]3)[CH2:34][CH2:35]2)[C:18]2[N:19]=[C:20]([S:23][CH3:24])[N:21]=[CH:22][C:17]=2[CH:16]=1. The catalyst class is: 839. Reactant: [Cl:1][C:2]1[CH:7]=[C:6]([C:8]2[CH:13]=[N:12][CH:11]=[C:10]([CH3:14])[N:9]=2)[CH:5]=[CH:4][C:3]=1[C:15]1[C:26](=[O:27])[N:25]([CH2:28][CH2:29][N:30]2[CH2:35][CH2:34][NH:33][CH2:32][CH2:31]2)[C:18]2[N:19]=[C:20]([S:23][CH3:24])[N:21]=[CH:22][C:17]=2[CH:16]=1.CC(O)=O.[O:40]1[CH2:43][C:42](=O)[CH2:41]1.C(O[BH-](OC(=O)C)OC(=O)C)(=O)C.[Na+].